From a dataset of Peptide-MHC class I binding affinity with 185,985 pairs from IEDB/IMGT. Regression. Given a peptide amino acid sequence and an MHC pseudo amino acid sequence, predict their binding affinity value. This is MHC class I binding data. (1) The peptide sequence is WIPEWDFI. The MHC is Mamu-A01 with pseudo-sequence Mamu-A01. The binding affinity (normalized) is 0.166. (2) The peptide sequence is IVLLCYGGW. The MHC is HLA-B15:17 with pseudo-sequence HLA-B15:17. The binding affinity (normalized) is 0.523. (3) The peptide sequence is SVANIDRIK. The MHC is HLA-A24:03 with pseudo-sequence HLA-A24:03. The binding affinity (normalized) is 0.0847. (4) The peptide sequence is ISTQNYRAL. The MHC is H-2-Ld with pseudo-sequence H-2-Ld. The binding affinity (normalized) is 0. (5) The peptide sequence is RVLYDEFVT. The MHC is HLA-A68:02 with pseudo-sequence HLA-A68:02. The binding affinity (normalized) is 0.0535. (6) The peptide sequence is AQFSPQYL. The MHC is HLA-A02:01 with pseudo-sequence HLA-A02:01. The binding affinity (normalized) is 0.139.